This data is from Forward reaction prediction with 1.9M reactions from USPTO patents (1976-2016). The task is: Predict the product of the given reaction. The product is: [CH2:18]([N:1]([CH2:2][C@H:3]1[CH2:4][CH2:5][C@H:6]([C:9]([OH:11])=[O:10])[CH2:7][CH2:8]1)[CH2:2][C:3]1[CH:8]=[CH:7][CH:6]=[CH:5][CH:4]=1)[C:19]1[CH:24]=[CH:23][CH:22]=[CH:21][CH:20]=1. Given the reactants [NH2:1][CH2:2][C@H:3]1[CH2:8][CH2:7][C@H:6]([C:9]([OH:11])=[O:10])[CH2:5][CH2:4]1.C([O-])([O-])=O.[K+].[K+].[CH2:18](Br)[C:19]1[CH:24]=[CH:23][CH:22]=[CH:21][CH:20]=1, predict the reaction product.